Predict the reactants needed to synthesize the given product. From a dataset of Full USPTO retrosynthesis dataset with 1.9M reactions from patents (1976-2016). (1) Given the product [C:26]([C:23]1[CH:24]=[CH:25][C:20]([NH:19][C:17]([N:8]2[C:9]3[C:4](=[CH:3][C:2]([CH:38]=[O:39])=[C:11]([CH:12]([O:15][CH3:16])[O:13][CH3:14])[N:10]=3)[CH2:5][CH2:6][CH2:7]2)=[O:18])=[N:21][CH:22]=1)#[N:27], predict the reactants needed to synthesize it. The reactants are: Br[C:2]1[CH:3]=[C:4]2[C:9](=[N:10][C:11]=1[CH:12]([O:15][CH3:16])[O:13][CH3:14])[N:8]([C:17]([NH:19][C:20]1[CH:25]=[CH:24][C:23]([C:26]#[N:27])=[CH:22][N:21]=1)=[O:18])[CH2:7][CH2:6][CH2:5]2.[Li]C.[Li]CCCC.CN([CH:38]=[O:39])C.[NH4+].[Cl-]. (2) Given the product [CH3:1][C:2]1[O:6][C:5]([C:7]2[CH:8]=[CH:9][CH:10]=[CH:11][CH:12]=2)=[N:4][C:3]=1[CH2:13][O:14][C:15]1[CH:16]=[C:17]([CH2:21][O:22][C:23]2[CH:24]=[CH:25][C:26]([CH2:29][C:30]([OH:32])=[O:31])=[CH:27][CH:28]=2)[CH:18]=[N:19][CH:20]=1, predict the reactants needed to synthesize it. The reactants are: [CH3:1][C:2]1[O:6][C:5]([C:7]2[CH:12]=[CH:11][CH:10]=[CH:9][CH:8]=2)=[N:4][C:3]=1[CH2:13][O:14][C:15]1[CH:16]=[C:17]([CH2:21][O:22][C:23]2[CH:28]=[CH:27][C:26]([CH2:29][C:30]([O:32]C)=[O:31])=[CH:25][CH:24]=2)[CH:18]=[N:19][CH:20]=1.O1CCCC1.[OH-].[Na+].Cl. (3) Given the product [C:7]([O:6][C:5](=[O:11])[NH:4][CH2:3][CH:2]([C:12]1[C:20]2[C:15](=[CH:16][CH:17]=[C:18]([Br:21])[CH:19]=2)[NH:14][CH:13]=1)[NH:1][C:31](=[O:32])[C:30]([F:41])([F:40])[F:29])([CH3:9])([CH3:10])[CH3:8], predict the reactants needed to synthesize it. The reactants are: [NH2:1][CH:2]([C:12]1[C:20]2[C:15](=[CH:16][CH:17]=[C:18]([Br:21])[CH:19]=2)[NH:14][CH:13]=1)[CH2:3][NH:4][C:5](=[O:11])[O:6][C:7]([CH3:10])([CH3:9])[CH3:8].C(N(CC)CC)C.[F:29][C:30]([F:41])([F:40])[C:31](O[C:31](=[O:32])[C:30]([F:41])([F:40])[F:29])=[O:32]. (4) Given the product [NH2:1][CH2:4][CH:5]([NH:11][C:12]([C:14]1[N:18]2[CH:19]=[CH:20][CH:21]=[C:22]([O:23][CH2:24][C:25]3[C:30]([F:31])=[CH:29][CH:28]=[CH:27][C:26]=3[F:32])[C:17]2=[N:16][C:15]=1[CH3:33])=[O:13])[CH2:6][C:7]([F:8])([F:10])[F:9], predict the reactants needed to synthesize it. The reactants are: [N:1]([CH2:4][CH:5]([NH:11][C:12]([C:14]1[N:18]2[CH:19]=[CH:20][CH:21]=[C:22]([O:23][CH2:24][C:25]3[C:30]([F:31])=[CH:29][CH:28]=[CH:27][C:26]=3[F:32])[C:17]2=[N:16][C:15]=1[CH3:33])=[O:13])[CH2:6][C:7]([F:10])([F:9])[F:8])=[N+]=[N-].[H][H]. (5) Given the product [N:27]1[C:21]2[CH:20]=[C:19]([CH:17]([NH:16][C:12]3[N:11]=[C:10]([NH:9][C:6]4[CH:5]=[C:4]([CH:1]5[CH2:3][CH2:2]5)[NH:8][N:7]=4)[CH:15]=[CH:14][N:13]=3)[CH3:18])[N:24]=[CH:23][C:22]=2[NH:25][CH:26]=1, predict the reactants needed to synthesize it. The reactants are: [CH:1]1([C:4]2[NH:8][N:7]=[C:6]([NH:9][C:10]3[CH:15]=[CH:14][N:13]=[C:12]([NH:16][CH:17]([C:19]4[N:24]=[CH:23][C:22]5[N:25](CC6C=CC(OC)=CC=6)[CH:26]=[N:27][C:21]=5[CH:20]=4)[CH3:18])[N:11]=3)[CH:5]=2)[CH2:3][CH2:2]1. (6) Given the product [CH2:5]([O:6][C:7]1[N:12]=[CH:11][C:10]([O:13][C@@H:14]2[CH2:18][CH2:17][NH:16][C:15]2=[O:19])=[CH:9][CH:8]=1)[C:4]1[CH:1]=[CH:3][CH:2]=[CH:21][CH:20]=1, predict the reactants needed to synthesize it. The reactants are: [CH:1]1([CH2:4][CH2:5][O:6][C:7]2[N:12]=[CH:11][C:10]([O:13][C@@H:14]3[CH2:18][CH2:17][NH:16][C:15]3=[O:19])=[CH:9][CH:8]=2)[CH2:3][CH2:2]1.[C:20]1(CO)C=CC=C[CH:21]=1.BrC1C=CC(F)=NC=1.O[C@H]1CCNC1=O. (7) The reactants are: C([O:3][C:4]([C:6]1[CH:7]=[N:8][N:9]([CH:12]2[CH2:17][CH2:16][CH2:15][CH2:14][CH2:13]2)[C:10]=1[Cl:11])=[O:5])C.[OH-].[Li+].O. Given the product [Cl:11][C:10]1[N:9]([CH:12]2[CH2:17][CH2:16][CH2:15][CH2:14][CH2:13]2)[N:8]=[CH:7][C:6]=1[C:4]([OH:5])=[O:3], predict the reactants needed to synthesize it. (8) The reactants are: Br[C:2]1[CH:7]=[CH:6][N:5]2[CH:8]=[C:9]([C:11]3[CH:16]=[CH:15][C:14]([O:17][CH2:18][F:19])=[CH:13][CH:12]=3)[N:10]=[C:4]2[CH:3]=1.Cl.[F:21][CH2:22][CH2:23][NH2:24]. Given the product [F:21][CH2:22][CH2:23][NH:24][C:2]1[CH:7]=[CH:6][N:5]2[CH:8]=[C:9]([C:11]3[CH:16]=[CH:15][C:14]([O:17][CH2:18][F:19])=[CH:13][CH:12]=3)[N:10]=[C:4]2[CH:3]=1, predict the reactants needed to synthesize it. (9) The reactants are: [CH:1]([C:3]1[S:17][C:6]2[O:7][C:8]3[CH:16]=[CH:15][CH:14]=[CH:13][C:9]=3[NH:10][C:11](=[O:12])[C:5]=2[CH:4]=1)=[O:2].[BH4-].[Na+]. Given the product [OH:2][CH2:1][C:3]1[S:17][C:6]2[O:7][C:8]3[CH:16]=[CH:15][CH:14]=[CH:13][C:9]=3[NH:10][C:11](=[O:12])[C:5]=2[CH:4]=1, predict the reactants needed to synthesize it.